Dataset: Full USPTO retrosynthesis dataset with 1.9M reactions from patents (1976-2016). Task: Predict the reactants needed to synthesize the given product. (1) Given the product [Br:1][C:2]1[CH:3]=[CH:4][C:5]2[CH2:14][S:28][CH2:12][C:7]3[C:6]=2[C:11]=1[CH:10]=[CH:9][CH:8]=3, predict the reactants needed to synthesize it. The reactants are: [Br:1][C:2]1[C:11]2[C:6](=[C:7]([CH2:12]Br)[CH:8]=[CH:9][CH:10]=2)[C:5]([CH2:14]Br)=[CH:4][CH:3]=1.O.O.O.O.O.O.O.O.O.[S-2].[Na+].[Na+].[S:28]([O-])([O-])(=O)=O.[Na+].[Na+].O. (2) Given the product [CH3:1][O:2][C:3](=[O:21])[CH2:4][N:5]1[C:9](=[O:10])[N:8]([CH2:11][CH:12]=[O:24])[C:7]([C:14]2[CH:19]=[CH:18][C:17]([Cl:20])=[CH:16][CH:15]=2)=[N:6]1, predict the reactants needed to synthesize it. The reactants are: [CH3:1][O:2][C:3](=[O:21])[CH2:4][N:5]1[C:9](=[O:10])[N:8]([CH2:11][CH:12]=C)[C:7]([C:14]2[CH:19]=[CH:18][C:17]([Cl:20])=[CH:16][CH:15]=2)=[N:6]1.O.I([O-])(=O)(=O)=[O:24].[Na+]. (3) Given the product [C:13]1([C:10]2[C:11]([C:36]3[CH:37]=[CH:38][C:33]([CH:31]=[CH2:32])=[CH:34][CH:35]=3)([OH:12])[C:7]([C:1]3[CH:6]=[CH:5][CH:4]=[CH:3][CH:2]=3)=[C:8]([C:25]3[CH:30]=[CH:29][CH:28]=[CH:27][CH:26]=3)[C:9]=2[C:19]2[CH:20]=[CH:21][CH:22]=[CH:23][CH:24]=2)[CH:18]=[CH:17][CH:16]=[CH:15][CH:14]=1, predict the reactants needed to synthesize it. The reactants are: [C:1]1([C:7]2[C:11](=[O:12])[C:10]([C:13]3[CH:18]=[CH:17][CH:16]=[CH:15][CH:14]=3)=[C:9]([C:19]3[CH:24]=[CH:23][CH:22]=[CH:21][CH:20]=3)[C:8]=2[C:25]2[CH:30]=[CH:29][CH:28]=[CH:27][CH:26]=2)[CH:6]=[CH:5][CH:4]=[CH:3][CH:2]=1.[CH:31]([C:33]1[CH:38]=[CH:37][C:36]([Mg]Br)=[CH:35][CH:34]=1)=[CH2:32]. (4) Given the product [CH2:21]([O:20][C:17]1[CH:16]=[CH:15][C:14]([S:11]([C:5]2([C:3]([O:2][CH3:1])=[O:4])[CH2:10][CH2:9][N:8]([C:33]([C:29]3([CH3:32])[CH2:28][O:27][C:26]([CH3:36])([CH3:25])[O:31][CH2:30]3)=[O:34])[CH2:7][CH2:6]2)(=[O:13])=[O:12])=[CH:19][CH:18]=1)[C:22]#[C:23][CH3:24], predict the reactants needed to synthesize it. The reactants are: [CH3:1][O:2][C:3]([C:5]1([S:11]([C:14]2[CH:19]=[CH:18][C:17]([O:20][CH2:21][C:22]#[C:23][CH3:24])=[CH:16][CH:15]=2)(=[O:13])=[O:12])[CH2:10][CH2:9][NH:8][CH2:7][CH2:6]1)=[O:4].[CH3:25][C:26]1([CH3:36])[O:31][CH2:30][C:29]([C:33](O)=[O:34])([CH3:32])[CH2:28][O:27]1.ON1C2C=CC=CC=2N=N1.Cl.CN(C)CCCN=C=NCC.CN1CCOCC1. (5) Given the product [C:29]12([CH2:39][O:40][C:41]3[CH:48]=[CH:47][C:44]([C:45]([NH2:46])=[O:12])=[CH:43][C:42]=3[CH:49]3[CH2:52][CH2:51][CH2:50]3)[CH2:30][CH:31]3[CH2:37][CH:35]([CH2:34][CH:33]([CH2:32]3)[CH2:38]1)[CH2:36]2, predict the reactants needed to synthesize it. The reactants are: C12(C[O:12]C3C=CC(C#N)=CC=3C3C(OC)=NC=CC=3)CC3CC(CC(C3)C1)C2.[C:29]12([CH2:39][O:40][C:41]3[CH:48]=[CH:47][C:44]([C:45]#[N:46])=[CH:43][C:42]=3[CH:49]3[CH2:52][CH2:51][CH2:50]3)[CH2:38][CH:33]3[CH2:34][CH:35]([CH2:37][CH:31]([CH2:32]3)[CH2:30]1)[CH2:36]2. (6) Given the product [CH2:10]([N:17]1[CH2:22][CH2:21][N:20]([C:3](=[O:5])[CH:2]([OH:1])[CH2:6][CH:7]([CH3:9])[CH3:8])[CH2:19][CH2:18]1)[C:11]1[CH:12]=[CH:13][CH:14]=[CH:15][CH:16]=1, predict the reactants needed to synthesize it. The reactants are: [OH:1][C@H:2]([CH2:6][CH:7]([CH3:9])[CH3:8])[C:3]([OH:5])=O.[CH2:10]([N:17]1[CH2:22][CH2:21][NH:20][CH2:19][CH2:18]1)[C:11]1[CH:16]=[CH:15][CH:14]=[CH:13][CH:12]=1.C(N(CC)CC)C.C1C=CC2N(O)N=NC=2C=1.CCN=C=NCCCN(C)C.Cl. (7) Given the product [CH3:11][C:12]1([CH3:19])[CH2:17][CH2:16][C:15](=[O:18])[CH2:14][CH:13]1[S:8]([C:2]1[CH:7]=[CH:6][CH:5]=[CH:4][CH:3]=1)(=[O:10])=[O:9], predict the reactants needed to synthesize it. The reactants are: [Na].[C:2]1([S:8]([OH:10])=[O:9])[CH:7]=[CH:6][CH:5]=[CH:4][CH:3]=1.[CH3:11][C:12]1([CH3:19])[CH2:17][CH2:16][C:15](=[O:18])[CH:14]=[CH:13]1.Cl. (8) Given the product [CH3:1][O:2][CH2:3][CH2:4][N:5]1[C:11](=[O:12])[C@@H:10]([NH:13][C:14](=[O:19])[CH2:15][C:16]([NH:31][CH2:30][C:29]([F:36])([F:28])[C:32]([F:35])([F:34])[F:33])=[O:18])[C:9]2[CH:20]=[CH:21][CH:22]=[CH:23][C:8]=2[C:7]2[CH:24]=[CH:25][CH:26]=[CH:27][C:6]1=2, predict the reactants needed to synthesize it. The reactants are: [CH3:1][O:2][CH2:3][CH2:4][N:5]1[C:11](=[O:12])[C@@H:10]([NH:13][C:14](=[O:19])[CH2:15][C:16]([OH:18])=O)[C:9]2[CH:20]=[CH:21][CH:22]=[CH:23][C:8]=2[C:7]2[CH:24]=[CH:25][CH:26]=[CH:27][C:6]1=2.[F:28][C:29]([F:36])([C:32]([F:35])([F:34])[F:33])[CH2:30][NH2:31]. (9) Given the product [N:24]1[CH:29]=[CH:28][C:27]([CH2:30][C:31]([NH:1][C:2]2[CH:7]=[CH:6][CH:5]=[C:4]([C:8]3[N:13]4[N:14]=[CH:15][C:16]([C:17]([C:19]5[S:20][CH:21]=[CH:22][CH:23]=5)=[O:18])=[C:12]4[N:11]=[CH:10][CH:9]=3)[CH:3]=2)=[O:32])=[CH:26][CH:25]=1, predict the reactants needed to synthesize it. The reactants are: [NH2:1][C:2]1[CH:3]=[C:4]([C:8]2[N:13]3[N:14]=[CH:15][C:16]([C:17]([C:19]4[S:20][CH:21]=[CH:22][CH:23]=4)=[O:18])=[C:12]3[N:11]=[CH:10][CH:9]=2)[CH:5]=[CH:6][CH:7]=1.[N:24]1[CH:29]=[CH:28][C:27]([CH2:30][C:31](O)=[O:32])=[CH:26][CH:25]=1.